From a dataset of Reaction yield outcomes from USPTO patents with 853,638 reactions. Predict the reaction yield, written as a fraction of the theoretical maximum amount of product (1.0 means a 100% yield; for example, 0.34 means a 34% yield). (1) The reactants are [Cl-].O[NH3+:3].[C:4](=[O:7])([O-])[OH:5].[Na+].CS(C)=O.[CH2:13]([C:17]1[N:18]=[C:19]([CH2:48][CH2:49][CH3:50])[N:20]([C:39]2[CH:40]=[CH:41][C:42]3[O:46][CH2:45][CH2:44][C:43]=3[CH:47]=2)[C:21](=[O:38])[C:22]=1[CH2:23][C:24]1[CH:29]=[CH:28][C:27]([C:30]2[C:31]([C:36]#[N:37])=[CH:32][CH:33]=[CH:34][CH:35]=2)=[CH:26][CH:25]=1)[CH2:14][CH2:15][CH3:16]. The catalyst is C(OCC)(=O)C. The product is [CH2:13]([C:17]1[N:18]=[C:19]([CH2:48][CH2:49][CH3:50])[N:20]([C:39]2[CH:40]=[CH:41][C:42]3[O:46][CH2:45][CH2:44][C:43]=3[CH:47]=2)[C:21](=[O:38])[C:22]=1[CH2:23][C:24]1[CH:25]=[CH:26][C:27]([C:30]2[CH:35]=[CH:34][CH:33]=[CH:32][C:31]=2[C:36]2[NH:3][C:4](=[O:7])[O:5][N:37]=2)=[CH:28][CH:29]=1)[CH2:14][CH2:15][CH3:16]. The yield is 0.920. (2) The reactants are Cl[C:2]1[N:3]=[C:4]([N:18]2[CH2:21][CH:20]([N:22]([CH3:30])[C:23](=[O:29])[O:24][C:25]([CH3:28])([CH3:27])[CH3:26])[CH2:19]2)[C:5]2[CH2:10][CH2:9][CH:8]([C:11]3[CH:16]=[CH:15][C:14]([F:17])=[CH:13][CH:12]=3)[C:6]=2[N:7]=1.[Cl:31][C:32]1[N:33]=[CH:34][N:35]([C:37]2[CH:43]=[CH:42][C:40]([NH2:41])=[CH:39][C:38]=2[O:44][CH3:45])[CH:36]=1. No catalyst specified. The product is [Cl:31][C:32]1[N:33]=[CH:34][N:35]([C:37]2[CH:43]=[CH:42][C:40]([NH:41][C:2]3[N:3]=[C:4]([N:18]4[CH2:19][CH:20]([N:22]([CH3:30])[C:23](=[O:29])[O:24][C:25]([CH3:26])([CH3:28])[CH3:27])[CH2:21]4)[C:5]4[CH2:10][CH2:9][CH:8]([C:11]5[CH:12]=[CH:13][C:14]([F:17])=[CH:15][CH:16]=5)[C:6]=4[N:7]=3)=[CH:39][C:38]=2[O:44][CH3:45])[CH:36]=1. The yield is 0.494.